Dataset: Peptide-MHC class I binding affinity with 185,985 pairs from IEDB/IMGT. Task: Regression. Given a peptide amino acid sequence and an MHC pseudo amino acid sequence, predict their binding affinity value. This is MHC class I binding data. (1) The MHC is HLA-B44:02 with pseudo-sequence HLA-B44:02. The peptide sequence is VLPPLSADL. The binding affinity (normalized) is 0.0847. (2) The peptide sequence is TAPSSGRGGNY. The MHC is Mamu-A01 with pseudo-sequence Mamu-A01. The binding affinity (normalized) is 0. (3) The peptide sequence is ISIYSRPKIK. The MHC is HLA-A31:01 with pseudo-sequence HLA-A31:01. The binding affinity (normalized) is 0.211.